From a dataset of Forward reaction prediction with 1.9M reactions from USPTO patents (1976-2016). Predict the product of the given reaction. (1) Given the reactants [CH:1]1([NH:4][C:5](=[O:33])[NH:6][C:7]2[CH:31]=[CH:30][C:10]([O:11][C:12]3[CH:17]=[CH:16][N:15]=[C:14]4[CH:18]=[C:19]([C:21]5[CH:29]=[CH:28][C:24]([C:25]([OH:27])=O)=[CH:23][N:22]=5)[S:20][C:13]=34)=[C:9]([F:32])[CH:8]=2)[CH2:3][CH2:2]1.C1C=CC2N(O)N=NC=2C=1.C(Cl)CCl.[CH3:48][N:49]1[CH2:54][CH2:53][N:52]([CH:55]2[CH2:60][CH2:59][NH:58][CH2:57][CH2:56]2)[CH2:51][CH2:50]1, predict the reaction product. The product is: [CH:1]1([NH:4][C:5]([NH:6][C:7]2[CH:31]=[CH:30][C:10]([O:11][C:12]3[CH:17]=[CH:16][N:15]=[C:14]4[CH:18]=[C:19]([C:21]5[CH:29]=[CH:28][C:24]([C:25]([N:58]6[CH2:57][CH2:56][CH:55]([N:52]7[CH2:51][CH2:50][N:49]([CH3:48])[CH2:54][CH2:53]7)[CH2:60][CH2:59]6)=[O:27])=[CH:23][N:22]=5)[S:20][C:13]=34)=[C:9]([F:32])[CH:8]=2)=[O:33])[CH2:3][CH2:2]1. (2) Given the reactants [Cl:1][C:2]1[CH:3]=[C:4]([C@@H:12]([CH2:22][CH:23]2[CH2:27][CH2:26][CH2:25][CH2:24]2)[C:13]([NH:15][C:16]2[CH:20]=[CH:19][N:18]([CH3:21])[N:17]=2)=[O:14])[CH:5]=[CH:6][C:7]=1[S:8]([CH3:11])(=[O:10])=[O:9].C(Cl)(=O)C(Cl)=O.N1C(C)=CC=CC=1C.[CH3:42][O:43][C:44]1[CH:56]=[CH:55][C:47](CN2C=CC(N)=N2)=[CH:46][CH:45]=1, predict the reaction product. The product is: [Cl:1][C:2]1[CH:3]=[C:4]([C@@H:12]([CH2:22][CH:23]2[CH2:24][CH2:25][CH2:26][CH2:27]2)[C:13]([NH:15][C:16]2[CH:20]=[CH:19][N:18]([CH2:21][C:47]3[CH:55]=[CH:56][C:44]([O:43][CH3:42])=[CH:45][CH:46]=3)[N:17]=2)=[O:14])[CH:5]=[CH:6][C:7]=1[S:8]([CH3:11])(=[O:10])=[O:9]. (3) Given the reactants Br[C:2]1[N:6]2[CH:7]=[CH:8][N:9]=[C:10]([CH3:11])[C:5]2=[N:4][C:3]=1[C:12]1[CH:17]=[CH:16][C:15]([F:18])=[CH:14][C:13]=1[F:19].C([Mg]Cl)(C)C.I[C:26]1[CH:27]=[CH:28][C:29]2[N:30]([C:32]([CH:35]([CH3:37])[CH3:36])=[N:33][N:34]=2)[N:31]=1, predict the reaction product. The product is: [F:19][C:13]1[CH:14]=[C:15]([F:18])[CH:16]=[CH:17][C:12]=1[C:3]1[N:4]=[C:5]2[C:10]([CH3:11])=[N:9][CH:8]=[CH:7][N:6]2[C:2]=1[C:26]1[CH:27]=[CH:28][C:29]2[N:30]([C:32]([CH:35]([CH3:37])[CH3:36])=[N:33][N:34]=2)[N:31]=1. (4) The product is: [Cl:8][C:6]1[CH:7]=[C:2]([N:12]2[C:11]([CH3:10])=[N:15][C:14]([CH3:16])=[N:13]2)[N:3]=[C:4]([CH3:9])[N:5]=1. Given the reactants Cl[C:2]1[CH:7]=[C:6]([Cl:8])[N:5]=[C:4]([CH3:9])[N:3]=1.[CH3:10][C:11]1[N:15]=[C:14]([CH3:16])[NH:13][N:12]=1.C([O-])([O-])=O.[Cs+].[Cs+].O, predict the reaction product. (5) Given the reactants [O:1]([C:8]1[CH:30]=[CH:29][C:11]([O:12][C:13]2[C:14]3[N:21]([CH:22]4[CH2:27][CH2:26][C:25](=O)[CH2:24][CH2:23]4)[CH:20]=[CH:19][C:15]=3[N:16]=[CH:17][N:18]=2)=[CH:10][CH:9]=1)[C:2]1[CH:7]=[CH:6][CH:5]=[CH:4][CH:3]=1.CC(O)=O.[CH3:35][NH2:36].[BH4-].[Na+], predict the reaction product. The product is: [CH3:35][NH:36][CH:25]1[CH2:24][CH2:23][CH:22]([N:21]2[C:14]3[C:13]([O:12][C:11]4[CH:29]=[CH:30][C:8]([O:1][C:2]5[CH:3]=[CH:4][CH:5]=[CH:6][CH:7]=5)=[CH:9][CH:10]=4)=[N:18][CH:17]=[N:16][C:15]=3[CH:19]=[CH:20]2)[CH2:27][CH2:26]1. (6) Given the reactants [Br:1][C:2]1[CH:10]=[CH:9][CH:8]=[C:7]2[C:3]=1[CH2:4][NH:5][CH2:6]2.Br[CH2:12][CH2:13][C:14]1[CH:19]=[CH:18][CH:17]=[C:16]([O:20][CH3:21])[CH:15]=1.C([O-])([O-])=O.[K+].[K+], predict the reaction product. The product is: [Br:1][C:2]1[CH:10]=[CH:9][CH:8]=[C:7]2[C:3]=1[CH2:4][N:5]([CH2:12][CH2:13][C:14]1[CH:19]=[CH:18][CH:17]=[C:16]([O:20][CH3:21])[CH:15]=1)[CH2:6]2. (7) Given the reactants [Cl:1][C:2]1[C:7]([C:8]2[N:9]=[C:10]([C:20]([CH3:23])([CH3:22])[CH3:21])[S:11][C:12]=2[C:13]2[CH:18]=[CH:17][N:16]=[C:15](Cl)[N:14]=2)=[CH:6][CH:5]=[CH:4][C:3]=1[NH:24][S:25]([C:28]1[CH:33]=[C:32]([F:34])[CH:31]=[CH:30][C:29]=1[F:35])(=[O:27])=[O:26].[CH3:36][Zn]C.C1(C)C=CC=CC=1, predict the reaction product. The product is: [Cl:1][C:2]1[C:7]([C:8]2[N:9]=[C:10]([C:20]([CH3:23])([CH3:22])[CH3:21])[S:11][C:12]=2[C:13]2[CH:18]=[CH:17][N:16]=[C:15]([CH3:36])[N:14]=2)=[CH:6][CH:5]=[CH:4][C:3]=1[NH:24][S:25]([C:28]1[CH:33]=[C:32]([F:34])[CH:31]=[CH:30][C:29]=1[F:35])(=[O:27])=[O:26]. (8) Given the reactants Br[CH2:2][C:3]1([CH2:7][O:8][CH3:9])[CH2:6][O:5][CH2:4]1.[Br:10][C:11]1[C:16]([OH:17])=[C:15]([O:18][CH3:19])[C:14]([O:20][CH3:21])=[CH:13][CH:12]=1.C([O-])([O-])=O.[K+].[K+].O, predict the reaction product. The product is: [Br:10][C:11]1[C:16]([O:17][CH2:2][C:3]2([CH2:7][O:8][CH3:9])[CH2:6][O:5][CH2:4]2)=[C:15]([O:18][CH3:19])[C:14]([O:20][CH3:21])=[CH:13][CH:12]=1. (9) Given the reactants [NH:1]1[C:5]2[CH:6]=[CH:7][CH:8]=[CH:9][C:4]=2[N:3]=[C:2]1[NH:10][C:11](=[O:18])OCC(Cl)(Cl)Cl.[C:19]1([C:25]2[N:29]=[C:28]([N:30]3[CH2:35][CH2:34][NH:33][CH2:32][CH2:31]3)[S:27][N:26]=2)[CH:24]=[CH:23][CH:22]=[CH:21][CH:20]=1.C(N(C(C)C)CC)(C)C.O, predict the reaction product. The product is: [NH:3]1[C:4]2[CH:9]=[CH:8][CH:7]=[CH:6][C:5]=2[N:1]=[C:2]1[NH:10][C:11]([N:33]1[CH2:34][CH2:35][N:30]([C:28]2[S:27][N:26]=[C:25]([C:19]3[CH:24]=[CH:23][CH:22]=[CH:21][CH:20]=3)[N:29]=2)[CH2:31][CH2:32]1)=[O:18].